Dataset: Catalyst prediction with 721,799 reactions and 888 catalyst types from USPTO. Task: Predict which catalyst facilitates the given reaction. Product: [C:1]([C:5]1[O:9][C:8]([CH3:10])=[C:7]([C:11]([OH:13])=[O:12])[C:6]=1[C:14]#[N:16])([CH3:4])([CH3:3])[CH3:2]. The catalyst class is: 106. Reactant: [C:1]([C:5]1[O:9][C:8]([CH3:10])=[C:7]([C:11]([OH:13])=[O:12])[C:6]=1[CH:14]=O)([CH3:4])([CH3:3])[CH3:2].[NH2:16]O.Cl.